Dataset: Forward reaction prediction with 1.9M reactions from USPTO patents (1976-2016). Task: Predict the product of the given reaction. (1) Given the reactants [CH:1]([C:4]1[CH:9]=[CH:8][C:7]([S:10]([C:13]2[CH:18]=[CH:17][CH:16]=[CH:15][CH:14]=2)(=[O:12])=[O:11])=[CH:6][C:5]=1[S:19](Cl)(=[O:21])=[O:20])([CH3:3])[CH3:2].Cl.[NH2:24][CH:25]1[CH2:30][CH2:29][N:28]([C:31]([C:33]2[CH:38]=[CH:37][CH:36]=[C:35]([F:39])[CH:34]=2)=[O:32])[CH2:27][CH2:26]1.C(N(C(C)C)CC)(C)C, predict the reaction product. The product is: [F:39][C:35]1[CH:34]=[C:33]([CH:38]=[CH:37][CH:36]=1)[C:31]([N:28]1[CH2:27][CH2:26][CH:25]([NH:24][S:19]([C:5]2[CH:6]=[C:7]([S:10]([C:13]3[CH:18]=[CH:17][CH:16]=[CH:15][CH:14]=3)(=[O:12])=[O:11])[CH:8]=[CH:9][C:4]=2[CH:1]([CH3:3])[CH3:2])(=[O:21])=[O:20])[CH2:30][CH2:29]1)=[O:32]. (2) Given the reactants [CH3:1][O:2][CH:3]([O:6][CH3:7])[CH2:4][NH2:5].[OH-].[Na+].Cl[C:11]([O:13][CH2:14][C:15]1[CH:20]=[CH:19][CH:18]=[CH:17][CH:16]=1)=[O:12], predict the reaction product. The product is: [CH3:1][O:2][CH:3]([O:6][CH3:7])[CH2:4][NH:5][C:11](=[O:12])[O:13][CH2:14][C:15]1[CH:20]=[CH:19][CH:18]=[CH:17][CH:16]=1. (3) The product is: [F:24][C:25]1[CH:30]=[C:29]([F:31])[CH:28]=[CH:27][C:26]=1[C:32]1[O:36][N:35]=[C:34]([C:17]([N:6]2[CH2:7][C@H:8]([C:12]3[O:16][CH:15]=[N:14][CH:13]=3)[NH:9][C:10](=[O:11])[C@@H:5]2[CH2:1][CH:2]([CH3:3])[CH3:4])=[O:19])[CH:33]=1. Given the reactants [CH2:1]([C@H:5]1[C:10](=[O:11])[NH:9][C@@H:8]([C:12]2[O:16][CH:15]=[N:14][CH:13]=2)[CH2:7][N:6]1[C:17]([O:19]C(C)(C)C)=O)[CH:2]([CH3:4])[CH3:3].[F:24][C:25]1[CH:30]=[C:29]([F:31])[CH:28]=[CH:27][C:26]=1[C:32]1[O:36][N:35]=[C:34](C(O)=O)[CH:33]=1.FC1C=CC(C2ON=C(C(N3C[C@H](C4OC=NC=4)NC(=O)[C@@H]3CC(C)C)=O)C=2)=CC=1, predict the reaction product. (4) Given the reactants [Cl:1][CH2:2][C:3]1[CH:4]=[C:5]([C:9](=O)[CH3:10])[CH:6]=[CH:7][CH:8]=1.[NH2:12][C:13]1[S:14]/[C:15](=[CH:19]\[C:20]2[CH:25]=[C:24]([O:26][CH3:27])[C:23]([OH:28])=[C:22]([Cl:29])[CH:21]=2)/[C:16](=[O:18])[N:17]=1, predict the reaction product. The product is: [Cl:29][C:22]1[CH:21]=[C:20](/[CH:19]=[C:15]2/[C:16](=[O:18])[N:17]3[CH:10]=[C:9]([C:5]4[CH:6]=[CH:7][CH:8]=[C:3]([CH2:2][Cl:1])[CH:4]=4)[N:12]=[C:13]3[S:14]/2)[CH:25]=[C:24]([O:26][CH3:27])[C:23]=1[OH:28]. (5) Given the reactants [CH2:1]([NH:3][C:4]([NH:6][C:7]1[S:8][C:9]2[C:15]([C:16]#[CH:17])=[CH:14][C:13]([C:18]3[CH:19]=[N:20][C:21]([N:24]4[CH2:29][CH2:28][C:27]([CH3:35])([C:30]([O:32][CH2:33][CH3:34])=[O:31])[CH2:26][CH2:25]4)=[N:22][CH:23]=3)=[CH:12][C:10]=2[N:11]=1)=[O:5])[CH3:2].[N:36]([CH2:39][Si:40]([CH3:43])([CH3:42])[CH3:41])=[N+:37]=[N-:38].C(N(C(C)C)C(C)C)C, predict the reaction product. The product is: [CH2:1]([NH:3][C:4]([NH:6][C:7]1[S:8][C:9]2[C:15]([C:16]3[N:38]=[N:37][N:36]([CH2:39][Si:40]([CH3:43])([CH3:42])[CH3:41])[CH:17]=3)=[CH:14][C:13]([C:18]3[CH:23]=[N:22][C:21]([N:24]4[CH2:25][CH2:26][C:27]([CH3:35])([C:30]([O:32][CH2:33][CH3:34])=[O:31])[CH2:28][CH2:29]4)=[N:20][CH:19]=3)=[CH:12][C:10]=2[N:11]=1)=[O:5])[CH3:2]. (6) Given the reactants [CH3:1][CH:2]([C:4]1[N:5]=[CH:6][S:7][C:8]=1[CH2:9]O)[CH3:3].[Br:11]P(Br)Br, predict the reaction product. The product is: [Br:11][CH2:9][C:8]1[S:7][CH:6]=[N:5][C:4]=1[CH:2]([CH3:3])[CH3:1]. (7) Given the reactants CO[C:3](=[O:15])[C:4]1[CH:9]=[C:8]([OH:10])[CH:7]=[C:6](OCOC)[CH:5]=1.Br[C:17]1[CH:22]=[CH:21][C:20]([S:23]([CH3:26])(=[O:25])=[O:24])=[C:19]([Cl:27])[CH:18]=1.[O:28]([CH2:36][C@H:37]([OH:39])[CH3:38])[Si](C(C)(C)C)(C)C.[NH2:40][C:41]1[CH:45]=[CH:44][N:43]([CH3:46])[N:42]=1, predict the reaction product. The product is: [Cl:27][C:19]1[CH:18]=[C:17]([CH:22]=[CH:21][C:20]=1[S:23]([CH3:26])(=[O:25])=[O:24])[O:10][C:8]1[CH:9]=[C:4]([CH:5]=[C:6]([O:39][CH:37]([CH3:38])[CH2:36][OH:28])[CH:7]=1)[C:3]([NH:40][C:41]1[CH:45]=[CH:44][N:43]([CH3:46])[N:42]=1)=[O:15]. (8) Given the reactants [NH:1]1[CH:14]2[CH:5]([CH2:6][CH2:7][C:8]3[C:13]2=[N:12][CH:11]=[CH:10][CH:9]=3)[CH2:4][CH2:3][CH2:2]1.C(=O)([O-])[O-].[K+].[K+].Br[CH2:22][C:23]([O:25][CH2:26][C:27]1[CH:32]=[CH:31][CH:30]=[CH:29][CH:28]=1)=[O:24], predict the reaction product. The product is: [N:12]1([CH2:22][C:23]([O:25][CH2:26][C:27]2[CH:32]=[CH:31][CH:30]=[CH:29][CH:28]=2)=[O:24])[CH:13]2[CH:8]([CH2:7][CH2:6][C:5]3[C:14]2=[N:1][CH:2]=[CH:3][CH:4]=3)[CH2:9][CH2:10][CH2:11]1. (9) Given the reactants [CH2:1]([O:3][C:4](=[O:18])[CH:5]([O:16][CH3:17])[CH2:6][C:7]1[CH:12]=[CH:11][C:10]([OH:13])=[C:9]([O:14][CH3:15])[CH:8]=1)[CH3:2].Br[CH2:20][CH2:21][CH2:22][O:23][C:24]1[CH:29]=[CH:28][C:27]([C:30]2[CH:35]=[CH:34][CH:33]=[CH:32][CH:31]=2)=[CH:26][CH:25]=1.C(=O)([O-])[O-].[K+].[K+], predict the reaction product. The product is: [CH2:1]([O:3][C:4](=[O:18])[CH:5]([O:16][CH3:17])[CH2:6][C:7]1[CH:12]=[CH:11][C:10]([O:13][CH2:20][CH2:21][CH2:22][O:23][C:24]2[CH:29]=[CH:28][C:27]([C:30]3[CH:35]=[CH:34][CH:33]=[CH:32][CH:31]=3)=[CH:26][CH:25]=2)=[C:9]([O:14][CH3:15])[CH:8]=1)[CH3:2]. (10) Given the reactants [CH2:1]([N:4]1[CH2:9][C@@H:8]([CH3:10])[NH:7][CH2:6][C@@H:5]1[CH3:11])[CH:2]=[CH2:3].[Cl:12][CH2:13][CH2:14][CH2:15]I.[C:17]([O-])([O-])=[O:18].[K+].[K+], predict the reaction product. The product is: [NH3:4].[CH3:17][OH:18].[CH2:1]([N:4]1[CH2:9][C@@H:8]([CH3:10])[N:7]([CH2:15][CH2:14][CH2:13][Cl:12])[CH2:6][C@@H:5]1[CH3:11])[CH:2]=[CH2:3].